Dataset: Catalyst prediction with 721,799 reactions and 888 catalyst types from USPTO. Task: Predict which catalyst facilitates the given reaction. (1) Reactant: I[C:2]1[CH:7]=[CH:6][C:5]([C:8]2[N:9]([C:19]3[CH:20]=[N:21][CH:22]=[CH:23][CH:24]=3)[CH:10]=[C:11]([C:13]3[CH:18]=[CH:17][CH:16]=[CH:15][N:14]=3)[N:12]=2)=[CH:4][CH:3]=1.[N:25]1[CH:30]=[CH:29][CH:28]=[CH:27][C:26]=1[C:31]1[NH:32][C:33]2[CH:39]=[CH:38][CH:37]=[CH:36][C:34]=2[N:35]=1.C([O-])([O-])=O.[Cs+].[Cs+].CN(C)[C@@H]1CCCC[C@H]1N. Product: [N:25]1[CH:30]=[CH:29][CH:28]=[CH:27][C:26]=1[C:31]1[N:32]([C:2]2[CH:7]=[CH:6][C:5]([C:8]3[N:9]([C:19]4[CH:20]=[N:21][CH:22]=[CH:23][CH:24]=4)[CH:10]=[C:11]([C:13]4[CH:18]=[CH:17][CH:16]=[CH:15][N:14]=4)[N:12]=3)=[CH:4][CH:3]=2)[C:33]2[CH:39]=[CH:38][CH:37]=[CH:36][C:34]=2[N:35]=1. The catalyst class is: 3. (2) Reactant: [Br:1][C:2]1[C:3]([NH:21][C:22]2[CH:26]=[C:25]([CH:27]3[CH2:29][CH2:28]3)[NH:24][N:23]=2)=[N:4][C:5]([C:8]2[S:12][C:11]([S:13]([NH:16][C:17]([CH3:20])([CH3:19])[CH3:18])(=[O:15])=[O:14])=[CH:10][CH:9]=2)=[N:6][CH:7]=1.[CH3:30][C:31](OC(C)=O)=[O:32]. Product: [C:31]([N:24]1[C:25]([CH:27]2[CH2:28][CH2:29]2)=[CH:26][C:22]([NH:21][C:3]2[C:2]([Br:1])=[CH:7][N:6]=[C:5]([C:8]3[S:12][C:11]([S:13]([NH:16][C:17]([CH3:19])([CH3:20])[CH3:18])(=[O:14])=[O:15])=[CH:10][CH:9]=3)[N:4]=2)=[N:23]1)(=[O:32])[CH3:30]. The catalyst class is: 20. (3) Reactant: [Br:1][C:2]1[CH:3]=[C:4]([NH2:8])[CH:5]=[N:6][CH:7]=1.[F:9][C:10]1[CH:17]=[CH:16][C:15]([F:18])=[CH:14][C:11]=1[CH:12]=O.[Si]([C:23]#[N:24])(C)(C)C. Product: [Br:1][C:2]1[CH:3]=[C:4]([NH:8][CH:12]([C:11]2[CH:14]=[C:15]([F:18])[CH:16]=[CH:17][C:10]=2[F:9])[C:23]#[N:24])[CH:5]=[N:6][CH:7]=1. The catalyst class is: 57. (4) Reactant: [Cl-].[CH3:2][S:3]([O:6][C:7]1[CH:12]=[CH:11][CH:10]=[CH:9][C:8]=1[CH:13]1[O:17][N:16]=[C:15]([C:18]2[N:19]=[C:20]([CH:23]3[CH2:28][CH2:27][NH2+:26][CH2:25][CH2:24]3)[S:21][CH:22]=2)[CH2:14]1)(=[O:5])=[O:4].[CH3:29][N:30]([CH3:35])[CH2:31][C:32](O)=[O:33].C(N(C(C)C)CC)(C)C.F[B-](F)(F)F.N1(OC(N(C)C)=[N+](C)C)C2C=CC=CC=2N=N1. Product: [CH3:2][S:3]([O:6][C:7]1[CH:12]=[CH:11][CH:10]=[CH:9][C:8]=1[CH:13]1[O:17][N:16]=[C:15]([C:18]2[N:19]=[C:20]([CH:23]3[CH2:28][CH2:27][N:26]([C:32](=[O:33])[CH2:31][N:30]([CH3:35])[CH3:29])[CH2:25][CH2:24]3)[S:21][CH:22]=2)[CH2:14]1)(=[O:4])=[O:5]. The catalyst class is: 9. (5) Reactant: [Cl:1][C:2]1[CH:3]=[C:4]([NH:10][C:11]2[CH:16]=[CH:15][C:14]([N:17]3[CH2:22][CH2:21][NH:20][CH2:19][C@@H:18]3[CH3:23])=[CH:13][N:12]=2)[C:5](=[O:9])[N:6]([CH3:8])[N:7]=1.[O:24]1[CH2:27][C:26](=O)[CH2:25]1.[BH3-]C#N.[Na+].O. Product: [Cl:1][C:2]1[CH:3]=[C:4]([NH:10][C:11]2[CH:16]=[CH:15][C:14]([N:17]3[CH2:22][CH2:21][N:20]([CH:26]4[CH2:27][O:24][CH2:25]4)[CH2:19][C@@H:18]3[CH3:23])=[CH:13][N:12]=2)[C:5](=[O:9])[N:6]([CH3:8])[N:7]=1. The catalyst class is: 466. (6) Reactant: [C:1]([O:5][C:6](=[O:23])[CH2:7][C:8](C(O)=O)([C:17]([OH:19])=[O:18])[CH2:9][C:10]([O:12][C:13]([CH3:16])([CH3:15])[CH3:14])=[O:11])([CH3:4])([CH3:3])[CH3:2].C(O)=O. Product: [C:13]([O:12][C:10](=[O:11])[CH2:9][CH:8]([C:17]([OH:19])=[O:18])[CH2:7][C:6]([O:5][C:1]([CH3:3])([CH3:2])[CH3:4])=[O:23])([CH3:14])([CH3:15])[CH3:16]. The catalyst class is: 13. (7) Reactant: [Br:1][C:2]1[C:11]([CH2:12][OH:13])=[C:10]2[C:5]([NH:6][C:7]([CH3:16])([CH3:15])[C:8](=[O:14])[NH:9]2)=[CH:4][CH:3]=1.CI.[C:19](=O)([O-])[O-].C(OCC)(=O)C. Product: [Br:1][C:2]1[C:11]([CH2:12][OH:13])=[C:10]2[C:5]([NH:6][C:7]([CH3:16])([CH3:15])[C:8](=[O:14])[N:9]2[CH3:19])=[CH:4][CH:3]=1. The catalyst class is: 35.